Dataset: Full USPTO retrosynthesis dataset with 1.9M reactions from patents (1976-2016). Task: Predict the reactants needed to synthesize the given product. (1) Given the product [CH2:28]([N:24]1[CH2:23][CH2:22][N:21]([C:9]2[CH:10]=[CH:11][C:12]([N:14]3[CH2:18][CH2:17][C@@H:16]([O:19][CH3:20])[CH2:15]3)=[CH:13][C:8]=2[CH:5]2[CH2:4][CH2:3][C:2]([CH3:27])([CH3:1])[CH2:7][CH2:6]2)[CH2:26][CH2:25]1)[CH2:29][CH2:30][CH3:31], predict the reactants needed to synthesize it. The reactants are: [CH3:1][C:2]1([CH3:27])[CH2:7][CH2:6][CH:5]([C:8]2[CH:13]=[C:12]([N:14]3[CH2:18][CH2:17][C@@H:16]([O:19][CH3:20])[CH2:15]3)[CH:11]=[CH:10][C:9]=2[N:21]2[CH2:26][CH2:25][NH:24][CH2:23][CH2:22]2)[CH2:4][CH2:3]1.[CH:28](=O)[CH2:29][CH2:30][CH3:31].C(O[BH-](OC(=O)C)OC(=O)C)(=O)C.[Na+].C(O)(=O)C.C(=O)([O-])O.[Na+]. (2) Given the product [CH:9]1[C:10]2[C:15](=[CH:14][CH:13]=[CH:12][CH:11]=2)[CH:16]=[CH:17][C:8]=1[C:6]1[CH:5]=[CH:4][N:3]=[C:2]([NH:21][C:20]2[CH:22]=[CH:23][CH:24]=[CH:25][C:19]=2[C:18]([OH:27])=[O:26])[N:7]=1, predict the reactants needed to synthesize it. The reactants are: Cl[C:2]1[N:7]=[C:6]([C:8]2[CH:17]=[CH:16][C:15]3[C:10](=[CH:11][CH:12]=[CH:13][CH:14]=3)[CH:9]=2)[CH:5]=[CH:4][N:3]=1.[C:18]([OH:27])(=[O:26])[C:19]1[C:20](=[CH:22][CH:23]=[CH:24][CH:25]=1)[NH2:21].Cl.[OH-].[K+]. (3) Given the product [CH3:54][C:55]1[CH:60]=[CH:59][CH:58]=[C:57]([CH3:61])[C:56]=1[C:2]1[N:7]=[C:6]([NH2:8])[N:5]=[C:4]([NH:9][C:10]2[CH:15]=[CH:14][C:13]([O:16][C:17]3[CH:22]=[CH:21][N:20]=[C:19]([C:23]([F:26])([F:25])[F:24])[CH:18]=3)=[CH:12][CH:11]=2)[CH:3]=1, predict the reactants needed to synthesize it. The reactants are: Cl[C:2]1[N:7]=[C:6]([NH2:8])[N:5]=[C:4]([NH:9][C:10]2[CH:15]=[CH:14][C:13]([O:16][C:17]3[CH:22]=[CH:21][N:20]=[C:19]([C:23]([F:26])([F:25])[F:24])[CH:18]=3)=[CH:12][CH:11]=2)[CH:3]=1.NC1N=C(Cl)C=C(Cl)N=1.FC(F)(F)C1C=C(OC2C=CC(N)=CC=2)C=CN=1.[CH3:54][C:55]1(B(O)O)[CH:60]=[CH:59][CH:58]=[C:57]([CH3:61])[CH2:56]1.C([O-])([O-])=O.[Na+].[Na+]. (4) Given the product [CH2:24]([N:4]([CH2:3][CH2:2][OH:1])[C:9]1[C:8]2[N:12]=[CH:13][N:14]([C:7]=2[N:6]=[CH:5][N:10]=1)[C@@H:15]1[O:19][C@H:18]([CH2:20][OH:21])[C@@H:17]([OH:22])[C@H:16]1[OH:23])[CH3:25], predict the reactants needed to synthesize it. The reactants are: [OH:1][CH2:2][CH2:3][NH2:4].[CH:5]1[N:10]=[C:9](Cl)[C:8]2[N:12]=[CH:13][N:14]([C@@H:15]3[O:19][C@H:18]([CH2:20][OH:21])[C@@H:17]([OH:22])[C@H:16]3[OH:23])[C:7]=2[N:6]=1.[CH3:24][CH2:25]O. (5) Given the product [NH2:10][C:11]1[CH:12]=[C:13]2[C:17](=[CH:18][CH:19]=1)[CH2:16][C:15]1([C:23](=[O:24])[NH:22][C:21]([C:25]3[CH:26]=[CH:27][CH:28]=[CH:29][CH:30]=3)=[N:20]1)[CH2:14]2, predict the reactants needed to synthesize it. The reactants are: C(OC(=O)[NH:10][C:11]1[CH:12]=[C:13]2[C:17](=[CH:18][CH:19]=1)[CH2:16][C:15]1([C:23](=[O:24])[NH:22][C:21]([C:25]3[CH:30]=[CH:29][CH:28]=[CH:27][CH:26]=3)=[N:20]1)[CH2:14]2)C1C=CC=CC=1.